Dataset: Drug-target binding data from BindingDB using IC50 measurements. Task: Regression. Given a target protein amino acid sequence and a drug SMILES string, predict the binding affinity score between them. We predict pIC50 (pIC50 = -log10(IC50 in M); higher means more potent). Dataset: bindingdb_ic50. (1) The compound is CC(C)Cn1c(=O)n(C)c(=O)c2c(-c3ccncc3)n(Cc3cccc4ccccc34)nc21. The target protein (Q04IS7) has sequence MDNRPIGFLDSGVGGLTVVRELMRQLPHEEIVYIGDSARAPYGPRPAEQIREYTWQLVNFLLTKDVKMIVIACNTATAVVWEEIKAQLDIPVLGVILPGASAAIKSSQGGKIGVIGTPMTVQSDIYRQKIHDLDPDLQVESLACPKFAPLVESGALSTSVTKKVVYETLRPLVGKVDSLILGCTHYPLLRPIIQNVMGPKVQLIDSGAECVRDISVLLNYFEINRGRDAGPLHHRFYTTASSQSFAQIGEEWLEKEIHVEHVEL. The pIC50 is 3.4. (2) The compound is CC(C)C(=O)Nc1cccc(C2CCN(CCCNC(=O)C(c3ccccc3)c3ccccc3)CC2)c1. The target protein sequence is QATCTGCMDLQTSLLSTGPNASNISDGQDNLTLPGSPPRTGSVSYINIIMPSVFGTICLLGIVGNSTVIFAVVKKSKLHWCSNVPDIFIINLSVVDLLFLLGMPFMIHQLMGNGVWHFGETMCTLITAMDANSQFTSTYILTAMTIDRYLATVHPISSTKFRKPSMATLVICLLWALSFISITPVWLYARLIPFPGGAVGCGIRLPNPDTDLYWFTLYQFFLAFALPFVVITAAYVKILQRMTSSVAPASQRSIRLRTKRVTRTAIAICLVFFVCWAPYYVLQLTQLSISRPTLTFVYLYNAAISLGYANSCLNPFVYIVLCETFRKRLVLSVKPAAQGQLRTVSNAQTADEERTESKGT. The pIC50 is 7.6. (3) The drug is Cc1ccccc1Nc1cc(S(=O)(=O)[O-])c(N)c2c1C(=O)c1ccccc1C2=O. The target protein (P51582) has sequence MASTESSLLRSLGLSPGPGSSEVELDCWFDEDFKFILLPVSYAVVFVLGLGLNAPTLWLFIFRLRPWDATATYMFHLALSDTLYVLSLPTLIYYYAAHNHWPFGTEICKFVRFLFYWNLYCSVLFLTCISVHRYLGICHPLRALRWGRPRLAGLLCLAVWLVVAGCLVPNLFFVTTSNKGTTVLCHDTTRPEEFDHYVHFSSAVMGLLFGVPCLVTLVCYGLMARRLYQPLPGSAQSSSRLRSLRTIAVVLTVFAVCFVPFHITRTIYYLARLLEADCRVLNIVNVVYKVTRPLASANSCLDPVLYLLTGDKYRRQLRQLCGGGKPQPRTAASSLALVSLPEDSSCRWAATPQDSSCSTPRADRL. The pIC50 is 5.5. (4) The drug is Cc1nc(C(=O)NCC(=O)O)c(O)c2ccccc12. The target protein sequence is MASESETLNPSARIMTFYPTMEEFRNFSRYIAYIESQGAHRAGLAKVVPPKEWKPRASYDDIDDLVIPAPIQQLVTGQSGLFTQYNIQKKAMTVREFRKIANSDKYCTPRYSEFEELERKYWKNLTFNPPIYGADVNGTLYEKHVDEWNIGRLRTILDLVEKESGITIEGVNTPYLYFGMWKTSFAWHTEDMDLYSINYLHFGEPKSWYSVPPEHGKRLERLAKGFFPGSAQSCEAFLRHKMTLISPLMLKKYGIPFDKVTQEAGEFMITFPYGYHAGFNHGFNCAESTNFATRRWIEYGKQAVLCSCRKDMVKISMDVFVRKFQPERYKLWKAGKDNTVIDHTLPTPEAAEFLKESELPPRAGNEEECPEEDMEGVEDGEEGDLKTSLAKHRIGTKRHRVCLEIPQEVSQSELFPKEDLSSEQYEMTECPAALAPVRPTHSSVRQVEDGLTFPDYSDSTEVKFEELKNVKLEEEDEEEEQAAAALDLSVNPASVGGRLV.... The pIC50 is 4.0. (5) The drug is CCn1cnc2c(Nc3cc(F)cc(F)c3)nc(C#N)nc21. The target protein (Q9Y5K2) has sequence MATAGNPWGWFLGYLILGVAGSLVSGSCSQIINGEDCSPHSQPWQAALVMENELFCSGVLVHPQWVLSAAHCFQNSYTIGLGLHSLEADQEPGSQMVEASLSVRHPEYNRPLLANDLMLIKLDESVSESDTIRSISIASQCPTAGNSCLVSGWGLLANGRMPTVLQCVNVSVVSEEVCSKLYDPLYHPSMFCAGGGHDQKDSCNGDSGGPLICNGYLQGLVSFGKAPCGQVGVPGVYTNLCKFTEWIEKTVQAS. The pIC50 is 4.8.